Dataset: Forward reaction prediction with 1.9M reactions from USPTO patents (1976-2016). Task: Predict the product of the given reaction. (1) The product is: [C:5]([N:9]1[C:13]([NH:14][C:35](=[O:36])[C:34]2[CH:33]=[CH:32][C:31]([N:25]3[CH2:30][CH2:29][NH:28][CH2:27][CH2:26]3)=[CH:41][CH:40]=2)=[CH:12][C:11]([CH2:15][CH2:16][C:17]2[CH:22]=[CH:21][CH:20]=[C:19]([O:23][CH3:24])[CH:18]=2)=[N:10]1)([CH3:8])([CH3:7])[CH3:6]. Given the reactants C[Al](C)C.[C:5]([N:9]1[C:13]([NH2:14])=[CH:12][C:11]([CH2:15][CH2:16][C:17]2[CH:22]=[CH:21][CH:20]=[C:19]([O:23][CH3:24])[CH:18]=2)=[N:10]1)([CH3:8])([CH3:7])[CH3:6].[N:25]1([C:31]2[CH:41]=[CH:40][C:34]([C:35](OCC)=[O:36])=[CH:33][CH:32]=2)[CH2:30][CH2:29][NH:28][CH2:27][CH2:26]1, predict the reaction product. (2) Given the reactants [CH3:1][N:2]1[CH:6]2[CH2:7][CH:8]([OH:10])[CH2:9][CH:3]1[CH2:4][CH2:5]2.C(N(C(C)C)CC)(C)C.[CH3:20][S:21](Cl)(=[O:23])=[O:22].C(=O)([O-])[O-].[K+].[K+], predict the reaction product. The product is: [CH3:1][N:2]1[CH:6]2[CH2:7][CH:8]([O:10][S:21]([CH3:20])(=[O:23])=[O:22])[CH2:9][CH:3]1[CH2:4][CH2:5]2.